From a dataset of Catalyst prediction with 721,799 reactions and 888 catalyst types from USPTO. Predict which catalyst facilitates the given reaction. (1) Reactant: [NH2:1][CH:2]([C:4]1[N:5]=[C:6]2[S:21][CH:20]=[C:19]([CH3:22])[N:7]2[C:8](=[O:18])[C:9]=1[C:10]1[CH:15]=[C:14]([F:16])[CH:13]=[CH:12][C:11]=1[F:17])[CH3:3].Br[C:24]1[N:32]=[CH:31][N:30]=[C:29]2[C:25]=1[N:26]=[CH:27][NH:28]2.C(N(CC)C(C)C)(C)C. Product: [F:17][C:11]1[CH:12]=[CH:13][C:14]([F:16])=[CH:15][C:10]=1[C:9]1[C:8](=[O:18])[N:7]2[C:19]([CH3:22])=[CH:20][S:21][C:6]2=[N:5][C:4]=1[CH:2]([NH:1][C:24]1[N:32]=[CH:31][N:30]=[C:29]2[C:25]=1[N:26]=[CH:27][NH:28]2)[CH3:3]. The catalyst class is: 8. (2) Reactant: Cl[O-].[Na+].[CH3:4][O:5][CH:6]([CH2:11][CH2:12][CH:13]=[CH2:14])[CH2:7][CH:8]=[N:9][OH:10].S([O-])([O-])(=O)=S.[Na+].[Na+]. Product: [CH3:4][O:5][C@@H:6]1[CH2:7][C:8]2=[N:9][O:10][CH2:14][C@@H:13]2[CH2:12][CH2:11]1. The catalyst class is: 4. (3) Reactant: [ClH:1].[CH3:2][O:3][C:4]1[CH:5]=[C:6]([C:14]2[CH:55]=[CH:54][C:17]([C:18]([N:20]3[CH2:25][CH2:24][N:23]([CH2:26][CH2:27][N:28]4[CH2:33][CH2:32][N:31]([C:34](=[O:53])[C:35]5[CH:40]=[CH:39][C:38]([C:41]6[CH:46]=[C:45]([O:47][CH3:48])[C:44]([O:49][CH3:50])=[C:43]([O:51][CH3:52])[CH:42]=6)=[CH:37][CH:36]=5)[CH2:30][CH2:29]4)[CH2:22][CH2:21]3)=[O:19])=[CH:16][CH:15]=2)[CH:7]=[C:8]([O:12][CH3:13])[C:9]=1[O:10][CH3:11]. Product: [ClH:1].[ClH:1].[CH3:48][O:47][C:45]1[CH:46]=[C:41]([C:38]2[CH:37]=[CH:36][C:35]([C:34]([N:31]3[CH2:32][CH2:33][N:28]([CH2:27][CH2:26][N:23]4[CH2:24][CH2:25][N:20]([C:18](=[O:19])[C:17]5[CH:16]=[CH:15][C:14]([C:6]6[CH:7]=[C:8]([O:12][CH3:13])[C:9]([O:10][CH3:11])=[C:4]([O:3][CH3:2])[CH:5]=6)=[CH:55][CH:54]=5)[CH2:21][CH2:22]4)[CH2:29][CH2:30]3)=[O:53])=[CH:40][CH:39]=2)[CH:42]=[C:43]([O:51][CH3:52])[C:44]=1[O:49][CH3:50]. The catalyst class is: 8.